Dataset: Forward reaction prediction with 1.9M reactions from USPTO patents (1976-2016). Task: Predict the product of the given reaction. (1) Given the reactants [CH3:1][Si:2]([CH3:18])([CH3:17])[CH2:3][CH2:4][O:5][CH2:6][N:7]1[C:11]2=[N:12][CH:13]=[C:14]([NH2:16])[N:15]=[C:10]2[CH:9]=[CH:8]1.[CH2:19]([N:27]=[C:28]=[O:29])[CH2:20][C:21]1[CH:26]=[CH:25][CH:24]=[CH:23][CH:22]=1, predict the reaction product. The product is: [CH2:19]([NH:27][C:28]([NH:16][C:14]1[N:15]=[C:10]2[CH:9]=[CH:8][N:7]([CH2:6][O:5][CH2:4][CH2:3][Si:2]([CH3:18])([CH3:17])[CH3:1])[C:11]2=[N:12][CH:13]=1)=[O:29])[CH2:20][C:21]1[CH:26]=[CH:25][CH:24]=[CH:23][CH:22]=1. (2) Given the reactants [CH3:1][C@H:2]1[O:6][CH:5]([CH2:7][OH:8])[CH2:4][CH2:3]1.C(N(CC)CC)C.[C:16]1([CH3:26])[CH:21]=[CH:20][C:19]([S:22](Cl)(=[O:24])=[O:23])=[CH:18][CH:17]=1, predict the reaction product. The product is: [CH3:26][C:16]1[CH:21]=[CH:20][C:19]([S:22]([O:8][CH2:7][CH:5]2[CH2:4][CH2:3][C@@H:2]([CH3:1])[O:6]2)(=[O:24])=[O:23])=[CH:18][CH:17]=1.